From a dataset of Full USPTO retrosynthesis dataset with 1.9M reactions from patents (1976-2016). Predict the reactants needed to synthesize the given product. (1) Given the product [CH:18]1([NH:17][C:15](=[O:16])[C:14]2[CH:21]=[CH:22][C:23]([CH3:24])=[C:12]([C:8]3[CH:7]=[C:6]4[C:11](=[CH:10][CH:9]=3)[C:2]([C:27]3[C:28]([CH3:33])=[CH:29][C:30]([CH3:32])=[CH:31][C:26]=3[CH3:25])=[N:3][N:4]=[CH:5]4)[CH:13]=2)[CH2:20][CH2:19]1, predict the reactants needed to synthesize it. The reactants are: Cl[C:2]1[C:11]2[C:6](=[CH:7][C:8]([C:12]3[CH:13]=[C:14]([CH:21]=[CH:22][C:23]=3[CH3:24])[C:15]([NH:17][CH:18]3[CH2:20][CH2:19]3)=[O:16])=[CH:9][CH:10]=2)[CH:5]=[N:4][N:3]=1.[CH3:25][C:26]1[CH:31]=[C:30]([CH3:32])[CH:29]=[C:28]([CH3:33])[C:27]=1B(O)O.C(=O)([O-])[O-].[K+].[K+]. (2) Given the product [C:1]([C:3]1[CH:4]=[CH:5][C:6]([C:7]([NH:9][C:10]2[C:11]([F:23])=[C:12]([F:22])[C:13]([C:18]([F:20])([F:19])[F:21])=[C:14]([F:17])[C:15]=2[F:16])=[O:8])=[C:24]([F:31])[CH:25]=1)#[N:2], predict the reactants needed to synthesize it. The reactants are: [C:1]([C:3]1[CH:25]=[CH:24][C:6]([C:7]([NH:9][C:10]2[C:15]([F:16])=[C:14]([F:17])[C:13]([C:18]([F:21])([F:20])[F:19])=[C:12]([F:22])[C:11]=2[F:23])=[O:8])=[CH:5][CH:4]=1)#[N:2].[O-]S(C(F)(F)[F:31])(=O)=O.F[N+]1C(C)=CC(C)=CC=1C. (3) Given the product [C:11]([O:15][C:16](=[O:19])[CH2:17][CH2:18][NH:10][C@H:8]([C:4]1[CH:5]=[CH:6][CH:7]=[C:2]([Br:1])[CH:3]=1)[CH3:9])([CH3:14])([CH3:13])[CH3:12], predict the reactants needed to synthesize it. The reactants are: [Br:1][C:2]1[CH:3]=[C:4]([C@@H:8]([NH2:10])[CH3:9])[CH:5]=[CH:6][CH:7]=1.[C:11]([O:15][C:16](=[O:19])[CH:17]=[CH2:18])([CH3:14])([CH3:13])[CH3:12]. (4) Given the product [CH3:13][C:3]1[C:2]([N:1]2[CH:14]=[N:26][N:25]=[N:24]2)=[CH:7][N:6]=[C:5]([CH2:8][C:9]([O:11][CH3:12])=[O:10])[CH:4]=1, predict the reactants needed to synthesize it. The reactants are: [NH2:1][C:2]1[C:3]([CH3:13])=[CH:4][C:5]([CH2:8][C:9]([O:11][CH3:12])=[O:10])=[N:6][CH:7]=1.[CH:14](OCC)(OCC)OCC.[N-:24]=[N+:25]=[N-:26].[Na+]. (5) Given the product [Br:1][C:2]1[CH:3]=[C:4]2[C:8](=[CH:9][CH:10]=1)[N:7]([CH3:11])[N:6]=[C:5]2[CH2:12][OH:13], predict the reactants needed to synthesize it. The reactants are: [Br:1][C:2]1[CH:3]=[C:4]2[C:8](=[CH:9][CH:10]=1)[N:7]([CH3:11])[N:6]=[C:5]2[C:12](OC)=[O:13].O1CCCC1.[AlH4-].[Li+]. (6) Given the product [Cl:16][C:13]1[CH:14]=[CH:15][C:10]([NH:9][C:7](=[O:8])[C:6]2[CH:23]=[CH:24][C:3]([CH2:2][N:25]3[CH2:30][CH2:29][S:28][CH2:27][CH2:26]3)=[CH:4][CH:5]=2)=[CH:11][C:12]=1[C:17]1[CH:22]=[CH:21][CH:20]=[CH:19][N:18]=1, predict the reactants needed to synthesize it. The reactants are: Br[CH2:2][C:3]1[CH:24]=[CH:23][C:6]([C:7]([NH:9][C:10]2[CH:15]=[CH:14][C:13]([Cl:16])=[C:12]([C:17]3[CH:22]=[CH:21][CH:20]=[CH:19][N:18]=3)[CH:11]=2)=[O:8])=[CH:5][CH:4]=1.[NH:25]1[CH2:30][CH2:29][S:28][CH2:27][CH2:26]1. (7) The reactants are: Br[C:2]1[CH:3]=[CH:4][C:5]([NH2:8])=[N:6][CH:7]=1.[Li]CCCC.Cl[Si](C)(C)CC[Si](Cl)(C)C.[O:24]=[C:25]1[CH2:30][CH2:29][N:28]([C:31]([O:33][C:34]([CH3:37])([CH3:36])[CH3:35])=[O:32])[CH2:27][CH2:26]1. Given the product [NH2:8][C:5]1[N:6]=[CH:7][C:2]([C:25]2([OH:24])[CH2:26][CH2:27][N:28]([C:31]([O:33][C:34]([CH3:36])([CH3:35])[CH3:37])=[O:32])[CH2:29][CH2:30]2)=[CH:3][CH:4]=1, predict the reactants needed to synthesize it.